This data is from Forward reaction prediction with 1.9M reactions from USPTO patents (1976-2016). The task is: Predict the product of the given reaction. (1) Given the reactants [F:1][C:2]1[CH:3]=[CH:4][C:5]([OH:28])=[C:6]([C:8]2[CH:13]=[CH:12][CH:11]=[C:10]([S:14]([NH:17][C:18]3[CH:26]=[CH:25][C:21]([C:22]([OH:24])=[O:23])=[C:20]([OH:27])[CH:19]=3)(=[O:16])=[O:15])[CH:9]=2)[CH:7]=1.[CH2:29]([O:31][CH2:32][CH:33](O)[CH2:34][O:35][CH2:36][CH3:37])[CH3:30], predict the reaction product. The product is: [F:1][C:2]1[CH:3]=[CH:4][C:5]([OH:28])=[C:6]([C:8]2[CH:13]=[CH:12][CH:11]=[C:10]([S:14]([NH:17][C:18]3[CH:26]=[CH:25][C:21]([C:22]([O:24][CH:33]([CH2:34][O:35][CH2:36][CH3:37])[CH2:32][O:31][CH2:29][CH3:30])=[O:23])=[C:20]([OH:27])[CH:19]=3)(=[O:15])=[O:16])[CH:9]=2)[CH:7]=1. (2) The product is: [Cl:1][C:2]1[CH:3]=[C:4]([NH:9][C:10]([C:13]2[C:17]([CH2:18][O:19][Si:20]([CH:27]([CH3:29])[CH3:28])([CH:24]([CH3:26])[CH3:25])[CH:21]([CH3:23])[CH3:22])=[N:16][O:15][N:14]=2)=[N:30][OH:31])[CH:5]=[CH:6][C:7]=1[F:8]. Given the reactants [Cl:1][C:2]1[CH:3]=[C:4]([N:9]=[C:10]([C:13]2[C:17]([CH2:18][O:19][Si:20]([CH:27]([CH3:29])[CH3:28])([CH:24]([CH3:26])[CH3:25])[CH:21]([CH3:23])[CH3:22])=[N:16][O:15][N:14]=2)SC)[CH:5]=[CH:6][C:7]=1[F:8].[NH2:30][OH:31], predict the reaction product. (3) Given the reactants FC(F)(F)C(O)=O.FC(F)(F)C(O)=O.FC(F)(F)C(O)=O.[CH3:22][C:23]1[CH:32]=[C:31]([CH2:33][O:34][C:35]2[CH:59]=[CH:58][C:38]([C:39]([NH:41][CH2:42][C:43]3([N:52]4[CH2:57][CH2:56][NH:55][CH2:54][CH2:53]4)[C:48](=[O:49])[NH:47][C:46](=[O:50])[NH:45][C:44]3=[O:51])=[O:40])=[CH:37][CH:36]=2)[C:30]2[C:25](=[CH:26][CH:27]=[CH:28][CH:29]=2)[N:24]=1.[C:60](Cl)(=[O:67])[C:61]1[CH:66]=[CH:65][CH:64]=[N:63][CH:62]=1, predict the reaction product. The product is: [CH3:22][C:23]1[CH:32]=[C:31]([CH2:33][O:34][C:35]2[CH:36]=[CH:37][C:38]([C:39]([NH:41][CH2:42][C:43]3([N:52]4[CH2:53][CH2:54][N:55]([C:60]([C:61]5[CH:62]=[N:63][CH:64]=[CH:65][CH:66]=5)=[O:67])[CH2:56][CH2:57]4)[C:44](=[O:51])[NH:45][C:46](=[O:50])[NH:47][C:48]3=[O:49])=[O:40])=[CH:58][CH:59]=2)[C:30]2[C:25](=[CH:26][CH:27]=[CH:28][CH:29]=2)[N:24]=1. (4) Given the reactants [C:1]1([NH:7][C:8]([C:10]2[CH:15]=[C:14]([N:16]3[CH2:20][CH2:19][CH:18]([OH:21])[CH2:17]3)[CH:13]=[CH:12][N:11]=2)=[O:9])[CH:6]=[CH:5][CH:4]=[CH:3][CH:2]=1.C(N(C(C)C)CC)(C)C.Cl.C(Cl)(Cl)Cl, predict the reaction product. The product is: [C:1]1([NH:7][C:8]([C:10]2[CH:15]=[C:14]([N:16]3[CH2:20][CH2:19][C:18](=[O:21])[CH2:17]3)[CH:13]=[CH:12][N:11]=2)=[O:9])[CH:2]=[CH:3][CH:4]=[CH:5][CH:6]=1. (5) Given the reactants Br[C:2]1[CH:3]=[C:4]([F:10])[C:5]([C:8]#[N:9])=[N:6][CH:7]=1.C(=O)([O-])[O-:12].[Cs+].[Cs+].[CH2:17]1COC[CH2:18]1, predict the reaction product. The product is: [CH2:17]([C:2]1[CH:3]=[C:4]([F:10])[C:5]([C:8]([NH2:9])=[O:12])=[N:6][CH:7]=1)[CH3:18]. (6) Given the reactants [Cl:1][C:2]1[CH:32]=[CH:31][CH:30]=[C:29]([CH:33]2[CH2:35][CH2:34]2)[C:3]=1[C:4]([N:6]1[C:14]2[C:9](=[C:10]([F:15])[CH:11]=[CH:12][CH:13]=2)[C:8]([N:16]2[CH2:21][CH2:20][C:19]([CH3:27])([C:22]([O:24]CC)=[O:23])[CH:18]([OH:28])[CH2:17]2)=[N:7]1)=[O:5].CO.[Li+].[OH-].Cl, predict the reaction product. The product is: [Cl:1][C:2]1[CH:32]=[CH:31][CH:30]=[C:29]([CH:33]2[CH2:35][CH2:34]2)[C:3]=1[C:4]([N:6]1[C:14]2[C:9](=[C:10]([F:15])[CH:11]=[CH:12][CH:13]=2)[C:8]([N:16]2[CH2:21][CH2:20][C:19]([CH3:27])([C:22]([OH:24])=[O:23])[CH:18]([OH:28])[CH2:17]2)=[N:7]1)=[O:5]. (7) Given the reactants C([O:8][CH2:9][C@@H:10]1[CH2:15][N:14]([C:16]([O:18][C:19]([CH3:22])([CH3:21])[CH3:20])=[O:17])[CH2:13][C@H:12]([C:23]([OH:25])=[O:24])[O:11]1)C1C=CC=CC=1, predict the reaction product. The product is: [C:19]([O:18][C:16]([N:14]1[CH2:15][C@@H:10]([CH2:9][OH:8])[O:11][C@@H:12]([C:23]([OH:25])=[O:24])[CH2:13]1)=[O:17])([CH3:22])([CH3:20])[CH3:21].